From a dataset of TCR-epitope binding with 47,182 pairs between 192 epitopes and 23,139 TCRs. Binary Classification. Given a T-cell receptor sequence (or CDR3 region) and an epitope sequence, predict whether binding occurs between them. The epitope is VLWAHGFEL. The TCR CDR3 sequence is CASSLRQDVNYGYTF. Result: 1 (the TCR binds to the epitope).